From a dataset of Forward reaction prediction with 1.9M reactions from USPTO patents (1976-2016). Predict the product of the given reaction. (1) Given the reactants [CH3:1][N:2]([CH3:30])[CH2:3][CH2:4][N:5](C)[CH2:6][CH2:7][N:8]1[C:16]2[C:11](=[CH:12][C:13]([O:17][CH3:18])=[CH:14][CH:15]=2)[C:10]([CH:19]=[O:20])=[C:9]1[C:21]1[C:22]([CH3:28])=[N:23][N:24]([CH3:27])[C:25]=1[CH3:26].CN(C)CCN, predict the reaction product. The product is: [CH3:30][N:2]([CH3:1])[CH2:3][CH2:4][NH:5][CH2:6][CH2:7][N:8]1[C:16]2[C:11](=[CH:12][C:13]([O:17][CH3:18])=[CH:14][CH:15]=2)[C:10]([CH:19]=[O:20])=[C:9]1[C:21]1[C:22]([CH3:28])=[N:23][N:24]([CH3:27])[C:25]=1[CH3:26]. (2) Given the reactants [NH2:1][C@H:2]1[CH2:7][CH2:6][C@H:5]([C:8]([N:10]2[CH2:15][CH2:14][N:13]([CH:16]([CH3:18])[CH3:17])[CH2:12][CH2:11]2)=[O:9])[CH2:4][CH2:3]1.[Cl:19][C:20]1[CH:25]=[CH:24][C:23](I)=[CH:22][N:21]=1.[O-]P([O-])([O-])=O.[K+].[K+].[K+].C(O)CO.C([O-])(O)=O.[Na+], predict the reaction product. The product is: [Cl:19][C:20]1[N:21]=[CH:22][C:23]([NH:1][C@H:2]2[CH2:7][CH2:6][C@H:5]([C:8]([N:10]3[CH2:11][CH2:12][N:13]([CH:16]([CH3:18])[CH3:17])[CH2:14][CH2:15]3)=[O:9])[CH2:4][CH2:3]2)=[CH:24][CH:25]=1. (3) Given the reactants [Cl:1][C:2]1[C:3]([F:34])=[C:4]([CH2:12][N:13]2[CH2:18][CH2:17][CH:16]([CH2:19][O:20][C:21]3[C:29]([CH:30]4[CH2:32][CH2:31]4)=[CH:28][C:24]([C:25]([OH:27])=O)=[C:23]([F:33])[CH:22]=3)[CH2:15][CH2:14]2)[CH:5]=[C:6]([C:8]([F:11])([F:10])[F:9])[CH:7]=1.[CH:35]1([S:38]([NH2:41])(=[O:40])=[O:39])[CH2:37][CH2:36]1, predict the reaction product. The product is: [Cl:1][C:2]1[C:3]([F:34])=[C:4]([CH:5]=[C:6]([C:8]([F:11])([F:9])[F:10])[CH:7]=1)[CH2:12][N:13]1[CH2:18][CH2:17][CH:16]([CH2:19][O:20][C:21]2[C:29]([CH:30]3[CH2:31][CH2:32]3)=[CH:28][C:24]([C:25]([NH:41][S:38]([CH:35]3[CH2:37][CH2:36]3)(=[O:40])=[O:39])=[O:27])=[C:23]([F:33])[CH:22]=2)[CH2:15][CH2:14]1. (4) Given the reactants IC.[N:3]1[NH:4][N:5]=[N:6][C:7]=1[C:8]1[CH:12]=[CH:11][S:10][C:9]=1[NH:13][C:14](=[O:24])[CH2:15][C:16]1[CH:21]=[CH:20][C:19]([O:22][CH3:23])=[CH:18][CH:17]=1.[C:25](=O)([O-])[O-].[K+].[K+], predict the reaction product. The product is: [CH3:23][O:22][C:19]1[CH:20]=[CH:21][C:16]([CH2:15][C:14]([NH:13][C:9]2[S:10][CH:11]=[CH:12][C:8]=2[C:7]2[N:3]=[N:4][N:5]([CH3:25])[N:6]=2)=[O:24])=[CH:17][CH:18]=1. (5) Given the reactants C(N(CC)CC)C.[NH2:8][CH2:9][CH2:10][N:11]1[C:23]2[C:22]3[CH:21]=[CH:20][CH:19]=[CH:18][C:17]=3[N:16]=[C:15]([NH2:24])[C:14]=2[N:13]=[C:12]1[CH2:25][CH2:26][CH2:27][CH3:28].[S:29](Cl)([C:32]1[CH:38]=[CH:37][C:35]([CH3:36])=[CH:34][CH:33]=1)(=[O:31])=[O:30].O, predict the reaction product. The product is: [NH2:24][C:15]1[C:14]2[N:13]=[C:12]([CH2:25][CH2:26][CH2:27][CH3:28])[N:11]([CH2:10][CH2:9][NH:8][S:29]([C:32]3[CH:38]=[CH:37][C:35]([CH3:36])=[CH:34][CH:33]=3)(=[O:31])=[O:30])[C:23]=2[C:22]2[CH:21]=[CH:20][CH:19]=[CH:18][C:17]=2[N:16]=1. (6) The product is: [F:9][C:10]1[CH:15]=[CH:14][C:13]([C:16]2[N:17]=[C:18]([CH:28]([CH3:30])[CH3:29])[NH:19][C:20]=2[C:21]2[CH:26]=[CH:25][CH:24]=[C:23]([CH3:27])[N:22]=2)=[CH:12][C:11]=1[C:31]1[N:4]([CH3:6])[N:35]=[CH:34][CH:32]=1. Given the reactants COC(OC)[N:4]([CH3:6])C.[F:9][C:10]1[CH:15]=[CH:14][C:13]([C:16]2[N:17]=[C:18]([CH:28]([CH3:30])[CH3:29])[NH:19][C:20]=2[C:21]2[CH:26]=[CH:25][CH:24]=[C:23]([CH3:27])[N:22]=2)=[CH:12][C:11]=1[C:31](=O)[CH3:32].[CH3:34][NH:35]N, predict the reaction product. (7) Given the reactants [CH3:1][N:2]1[CH2:7][CH2:6][N:5]([CH2:8][CH2:9][C:10]([NH:12][C:13]2[CH:22]=[CH:21][C:16]([C:17]([O:19]C)=[O:18])=[CH:15][CH:14]=2)=[O:11])[CH2:4][CH2:3]1.[OH-].[Na+], predict the reaction product. The product is: [CH3:1][N:2]1[CH2:7][CH2:6][N:5]([CH2:8][CH2:9][C:10]([NH:12][C:13]2[CH:14]=[CH:15][C:16]([C:17]([OH:19])=[O:18])=[CH:21][CH:22]=2)=[O:11])[CH2:4][CH2:3]1. (8) Given the reactants [NH2:1][NH2:2].Cl.[Cl:4][C:5]1[CH:10]=[CH:9][N:8]=[C:7]([C:11]([O:13]C)=O)[CH:6]=1.C1COCC1, predict the reaction product. The product is: [Cl:4][C:5]1[CH:10]=[CH:9][N:8]=[C:7]([C:11]([NH:1][NH2:2])=[O:13])[CH:6]=1. (9) Given the reactants [CH3:1][C:2]1[S:6][C:5]([C:7]2[CH:8]=[CH:9][C:10]3[N:11]([C:26]4[CH:31]=[CH:30][C:29](CCCCCCCCBr)=[CH:28][CH:27]=4)[C:12]4[C:17]([C:18]=3[CH:19]=2)=[CH:16][C:15]([C:20]2[S:21][C:22]([CH3:25])=[CH:23][CH:24]=2)=[CH:14][CH:13]=4)=[CH:4][CH:3]=1.[C:41]([O-:44])(=[S:43])[CH3:42].[K+].[OH2:46], predict the reaction product. The product is: [C:41]([O:44][CH2:1][CH2:2][CH2:3][CH2:4][CH2:5][CH2:7][CH2:19][CH2:18][O:46][C:29]1[CH:30]=[CH:31][C:26]([N:11]2[C:12]3[CH:13]=[CH:14][C:15]([C:20]4[S:21][C:22]([CH3:25])=[CH:23][CH:24]=4)=[CH:16][C:17]=3[C:18]3[C:10]2=[CH:9][CH:8]=[C:7]([C:5]2[S:6][C:2]([CH3:1])=[CH:3][CH:4]=2)[CH:19]=3)=[CH:27][CH:28]=1)(=[S:43])[CH3:42].